This data is from Forward reaction prediction with 1.9M reactions from USPTO patents (1976-2016). The task is: Predict the product of the given reaction. Given the reactants I[C:2]1[CH:23]=[C:22]([CH3:24])[C:5]([O:6][C:7]2[CH:12]=[CH:11][N:10]=[C:9]([NH:13][C:14]3[CH:21]=[CH:20][C:17]([C:18]#[N:19])=[CH:16][CH:15]=3)[N:8]=2)=[C:4]([CH3:25])[CH:3]=1.[CH2:26]([O:29][CH2:30][CH2:31][O:32][CH2:33][CH2:34][O:35][CH2:36][CH2:37][O:38][CH2:39][CH2:40][OH:41])[C:27]#[CH:28].C(N(CC)CC)C, predict the reaction product. The product is: [OH:41][CH2:40][CH2:39][O:38][CH2:37][CH2:36][O:35][CH2:34][CH2:33][O:32][CH2:31][CH2:30][O:29][CH2:26][C:27]#[C:28][C:2]1[CH:23]=[C:22]([CH3:24])[C:5]([O:6][C:7]2[CH:12]=[CH:11][N:10]=[C:9]([NH:13][C:14]3[CH:21]=[CH:20][C:17]([C:18]#[N:19])=[CH:16][CH:15]=3)[N:8]=2)=[C:4]([CH3:25])[CH:3]=1.